Dataset: Forward reaction prediction with 1.9M reactions from USPTO patents (1976-2016). Task: Predict the product of the given reaction. (1) Given the reactants [S:1]1[CH:5]=[CH:4][CH:3]=[C:2]1[CH2:6][NH:7][C:8]([C:10]1[N:11]=[C:12]2[C:17]([C:18]([F:21])([F:20])[F:19])=[CH:16][C:15]([C:22]3[CH:27]=[CH:26][CH:25]=[CH:24][CH:23]=3)=[CH:14][N:13]2[CH:28]=1)=[O:9].C1C(=O)N([Br:36])C(=O)C1, predict the reaction product. The product is: [S:1]1[CH:5]=[CH:4][CH:3]=[C:2]1[CH2:6][NH:7][C:8]([C:10]1[N:11]=[C:12]2[C:17]([C:18]([F:21])([F:19])[F:20])=[CH:16][C:15]([C:22]3[CH:27]=[CH:26][CH:25]=[CH:24][CH:23]=3)=[CH:14][N:13]2[C:28]=1[Br:36])=[O:9]. (2) Given the reactants [CH3:1][O:2][C:3]1[CH:4]=[C:5]([NH:11][C:12]2[C:13]3[CH2:22][O:21][CH2:20][C:14]=3[N:15]=[C:16](SC)[N:17]=2)[CH:6]=[C:7]([O:9][CH3:10])[CH:8]=1, predict the reaction product. The product is: [CH3:1][O:2][C:3]1[CH:4]=[C:5]([NH:11][C:12]2[C:13]3[CH2:22][O:21][CH2:20][C:14]=3[N:15]=[CH:16][N:17]=2)[CH:6]=[C:7]([O:9][CH3:10])[CH:8]=1.